Dataset: Forward reaction prediction with 1.9M reactions from USPTO patents (1976-2016). Task: Predict the product of the given reaction. Given the reactants [Cl-].[Br:2][C:3]1[CH:8]=[CH:7][C:6]([C@H:9]([NH3+:11])[CH3:10])=[C:5]([F:12])[CH:4]=1.[F:13][C:14]([F:25])([F:24])[C:15]([NH:17][C:18]1([C:21](O)=[O:22])[CH2:20][CH2:19]1)=[O:16].C(Cl)CCl.C1C=NC2N(O)N=NC=2C=1.C(N(CC)CC)C, predict the reaction product. The product is: [Br:2][C:3]1[CH:8]=[CH:7][C:6]([C@H:9]([NH:11][C:21]([C:18]2([NH:17][C:15](=[O:16])[C:14]([F:13])([F:24])[F:25])[CH2:19][CH2:20]2)=[O:22])[CH3:10])=[C:5]([F:12])[CH:4]=1.